This data is from Full USPTO retrosynthesis dataset with 1.9M reactions from patents (1976-2016). The task is: Predict the reactants needed to synthesize the given product. (1) Given the product [NH2:7][C:8]1([C:12]2[CH:13]=[CH:14][C:15]([C:18]3[C:38]([C:39]4[CH:44]=[CH:43][CH:42]=[CH:41][CH:40]=4)=[CH:37][N:21]4[N:22]=[C:23]5[C:28]([CH:27]=[C:26]([C:29]6[CH:30]=[C:31]([CH:32]=[CH:33][CH:34]=6)[C:35]#[N:36])[CH:25]=[CH:24]5)=[C:20]4[N:19]=3)=[CH:16][CH:17]=2)[CH2:9][CH2:10][CH2:11]1, predict the reactants needed to synthesize it. The reactants are: C(OC(=O)[NH:7][C:8]1([C:12]2[CH:17]=[CH:16][C:15]([C:18]3[C:38]([C:39]4[CH:44]=[CH:43][CH:42]=[CH:41][CH:40]=4)=[CH:37][N:21]4[N:22]=[C:23]5[C:28]([CH:27]=[C:26]([C:29]6[CH:34]=[CH:33][CH:32]=[C:31]([C:35]#[N:36])[CH:30]=6)[CH:25]=[CH:24]5)=[C:20]4[N:19]=3)=[CH:14][CH:13]=2)[CH2:11][CH2:10][CH2:9]1)(C)(C)C. (2) Given the product [O:1]1[CH:5]=[CH:4][CH:3]=[C:2]1[C:6]1[C:15]2[C:10](=[CH:11][CH:12]=[C:13]([N+:16]([O-:18])=[O:17])[CH:14]=2)[N:9]=[C:8]([N:19]2[CH2:24][CH2:23][NH:22][CH2:21][CH2:20]2)[CH:7]=1, predict the reactants needed to synthesize it. The reactants are: [O:1]1[CH:5]=[CH:4][CH:3]=[C:2]1[C:6]1[C:15]2[C:10](=[CH:11][CH:12]=[C:13]([N+:16]([O-:18])=[O:17])[CH:14]=2)[N:9]=[C:8]([N:19]2[CH2:24][CH2:23][N:22](C=O)[CH2:21][CH2:20]2)[CH:7]=1.O.[OH-].[Na+]. (3) Given the product [CH3:10][C:3]1([CH3:11])[CH2:4][CH2:5][CH2:6][C:7]([CH3:9])([CH3:8])[N:2]1[O:1][C:20]1[CH:34]=[CH:33][C:23]([C:24]([C:26]2[CH:31]=[CH:30][C:29]([O:1][N:2]3[C:3]([CH3:11])([CH3:10])[CH2:4][CH2:5][CH2:18][C:15]3([CH3:16])[CH3:17])=[CH:28][CH:27]=2)=[O:25])=[CH:22][CH:21]=1, predict the reactants needed to synthesize it. The reactants are: [OH:1][N:2]1[C:7]([CH3:9])([CH3:8])[CH2:6][CH2:5][CH2:4][C:3]1([CH3:11])[CH3:10].N(O[C:15]([CH3:18])([CH3:17])[CH3:16])=O.N[C:20]1[CH:34]=[CH:33][C:23]([C:24]([C:26]2[CH:31]=[CH:30][C:29](N)=[CH:28][CH:27]=2)=[O:25])=[CH:22][CH:21]=1. (4) Given the product [F:1][C:2]1[CH:3]=[CH:4][C:5]([C:11]([F:14])([F:13])[F:12])=[C:6]([CH:10]=1)[C:7]([N:28]1[CH2:27][CH2:26][N:25]([C:18]2[C:19](=[O:24])[N:20]([CH3:23])[C:21](=[O:22])[N:16]([CH3:15])[N:17]=2)[CH2:30][CH2:29]1)=[O:8].[F:12][C:11]([F:14])([F:13])[C:5]1[CH:4]=[CH:3][C:2]([C:11]([F:14])([F:13])[F:12])=[CH:10][C:6]=1[C:7]([N:28]1[CH2:27][CH2:26][N:25]([C:18]2[C:19](=[O:24])[N:20]([CH3:23])[C:21](=[O:22])[N:16]([CH3:15])[N:17]=2)[CH2:30][CH2:29]1)=[O:8], predict the reactants needed to synthesize it. The reactants are: [F:1][C:2]1[CH:3]=[CH:4][C:5]([C:11]([F:14])([F:13])[F:12])=[C:6]([CH:10]=1)[C:7](Cl)=[O:8].[CH3:15][N:16]1[C:21](=[O:22])[N:20]([CH3:23])[C:19](=[O:24])[C:18]([N:25]2[CH2:30][CH2:29][NH:28][CH2:27][CH2:26]2)=[N:17]1.